This data is from Catalyst prediction with 721,799 reactions and 888 catalyst types from USPTO. The task is: Predict which catalyst facilitates the given reaction. (1) Reactant: [CH3:1][C:2]1([OH:12])[CH2:11][CH2:10][C:5]2(OCC[O:6]2)[CH2:4][CH2:3]1.Cl.C(=O)([O-])[O-].[Na+].[Na+]. Product: [OH:12][C:2]1([CH3:1])[CH2:11][CH2:10][C:5](=[O:6])[CH2:4][CH2:3]1. The catalyst class is: 95. (2) Reactant: C[O:2][C:3]1[CH:4]=[CH:5][C:6]([C:13](=[O:15])[CH3:14])=[C:7]2[C:12]=1[CH2:11][CH2:10][CH2:9][CH2:8]2.[Al+3].[Cl-].[Cl-].[Cl-]. Product: [OH:2][C:3]1[CH:4]=[CH:5][C:6]([C:13](=[O:15])[CH3:14])=[C:7]2[C:12]=1[CH2:11][CH2:10][CH2:9][CH2:8]2. The catalyst class is: 26. (3) Reactant: C(N(CC)CC)C.[CH:8]([C:10]1[C:18]2[C:13](=[CH:14][CH:15]=[CH:16][CH:17]=2)[N:12](C(OC(C)(C)C)=O)[CH:11]=1)=[O:9].[CH3:26][O:27][C:28]1[CH:29]=[C:30]([CH:43]=[CH:44][CH:45]=1)[N:31]=[CH:32][C:33]1[N:34]=[C:35]2[CH:40]=[C:39]([CH3:41])[CH:38]=[CH:37][N:36]2[CH:42]=1. Product: [NH:12]1[C:13]2[C:18](=[CH:17][CH:16]=[CH:15][CH:14]=2)[C:10]([C:8](=[O:9])[CH:32]([NH:31][C:30]2[CH:43]=[CH:44][CH:45]=[C:28]([O:27][CH3:26])[CH:29]=2)[C:33]2[N:34]=[C:35]3[CH:40]=[C:39]([CH3:41])[CH:38]=[CH:37][N:36]3[CH:42]=2)=[CH:11]1. The catalyst class is: 433. (4) Reactant: [Se](=O)=[O:2].[F:4][C:5]1[C:14]2[C:9](=[CH:10][C:11]([CH3:15])=[CH:12][CH:13]=2)[CH:8]=[CH:7][CH:6]=1. Product: [F:4][C:5]1[CH:6]=[CH:7][CH:8]=[C:9]2[C:14]=1[CH:13]=[CH:12][C:11]([CH:15]=[O:2])=[CH:10]2. The catalyst class is: 225. (5) Reactant: [Br:1][C:2]1[C:11]([C@H:12]([O:15][C:16]([CH3:19])([CH3:18])[CH3:17])[CH2:13][OH:14])=[C:10]([CH3:20])[CH:9]=[C:8]2[C:3]=1[CH:4]=[CH:5][C:6]([CH3:21])=[N:7]2.CC(C)=[O:24]. Product: [Br:1][C:2]1[C:11]([C@H:12]([O:15][C:16]([CH3:17])([CH3:18])[CH3:19])[C:13]([OH:24])=[O:14])=[C:10]([CH3:20])[CH:9]=[C:8]2[C:3]=1[CH:4]=[CH:5][C:6]([CH3:21])=[N:7]2. The catalyst class is: 6. (6) Reactant: [CH2:1]([O:8][C:9]1[CH:10]=[C:11]2[CH:17]=[C:16]([CH2:18][OH:19])[NH:15][C:12]2=[N:13][CH:14]=1)[C:2]1[CH:7]=[CH:6][CH:5]=[CH:4][CH:3]=1. Product: [CH2:1]([O:8][C:9]1[CH:10]=[C:11]2[CH:17]=[C:16]([CH:18]=[O:19])[NH:15][C:12]2=[N:13][CH:14]=1)[C:2]1[CH:3]=[CH:4][CH:5]=[CH:6][CH:7]=1. The catalyst class is: 327.